Task: Predict which catalyst facilitates the given reaction.. Dataset: Catalyst prediction with 721,799 reactions and 888 catalyst types from USPTO Reactant: [NH2:1][C:2]([CH3:25])([CH3:24])[C@H:3]([NH:8][C:9](=[O:23])[C:10]1[CH:15]=[CH:14][C:13]([C:16]#[C:17][C:18]#[C:19][CH2:20][CH2:21][OH:22])=[CH:12][CH:11]=1)[C:4]([NH:6][OH:7])=[O:5].CCN(C(C)C)C(C)C.[NH:35]1[CH:39]=[C:38]([CH:40]=O)[N:37]=[CH:36]1.[BH3-]C#N.[Na+].C(O)(=O)C.C(O)(C(F)(F)F)=O. Product: [NH:35]1[CH:39]=[C:38]([CH2:40][NH:1][C:2]([CH3:25])([CH3:24])[C@H:3]([NH:8][C:9](=[O:23])[C:10]2[CH:15]=[CH:14][C:13]([C:16]#[C:17][C:18]#[C:19][CH2:20][CH2:21][OH:22])=[CH:12][CH:11]=2)[C:4]([NH:6][OH:7])=[O:5])[N:37]=[CH:36]1. The catalyst class is: 121.